From a dataset of Full USPTO retrosynthesis dataset with 1.9M reactions from patents (1976-2016). Predict the reactants needed to synthesize the given product. (1) Given the product [C:1]([N:5]([C:7](=[O:16])[C:8]1[CH:9]=[C:10]([CH3:15])[CH:11]=[C:12]([CH3:14])[CH:13]=1)[NH:6][C:20](=[O:21])[C:19]1[CH:23]=[CH:24][C:25]([CH2:27][CH3:28])=[CH:26][C:18]=1[F:17])([CH3:4])([CH3:3])[CH3:2], predict the reactants needed to synthesize it. The reactants are: [C:1]([N:5]([C:7](=[O:16])[C:8]1[CH:13]=[C:12]([CH3:14])[CH:11]=[C:10]([CH3:15])[CH:9]=1)[NH2:6])([CH3:4])([CH3:3])[CH3:2].[F:17][C:18]1[CH:26]=[C:25]([CH2:27][CH3:28])[CH:24]=[CH:23][C:19]=1[C:20](Cl)=[O:21].C(=O)([O-])[O-].[K+].[K+]. (2) Given the product [C:29]([C:33]1[CH:37]=[C:36]([C:38]([NH:1][C@@H:2]2[CH2:7][CH2:6][CH2:5][N:4]([C:8]3[CH:16]=[CH:15][C:11]([C:12]([NH2:14])=[O:13])=[C:10]([NH:17][C:18]4[CH:23]=[CH:22][C:21]([N:24]([CH2:27][CH3:28])[CH2:25][CH3:26])=[CH:20][CH:19]=4)[N:9]=3)[CH2:3]2)=[O:39])[NH:35][N:34]=1)([CH3:32])([CH3:30])[CH3:31], predict the reactants needed to synthesize it. The reactants are: [NH2:1][C@@H:2]1[CH2:7][CH2:6][CH2:5][N:4]([C:8]2[CH:16]=[CH:15][C:11]([C:12]([NH2:14])=[O:13])=[C:10]([NH:17][C:18]3[CH:23]=[CH:22][C:21]([N:24]([CH2:27][CH3:28])[CH2:25][CH3:26])=[CH:20][CH:19]=3)[N:9]=2)[CH2:3]1.[C:29]([C:33]1[CH:37]=[C:36]([C:38](O)=[O:39])[NH:35][N:34]=1)([CH3:32])([CH3:31])[CH3:30].C(Cl)CCl.C1C=CC2N(O)N=NC=2C=1.CCN(CC)CC.